Dataset: Full USPTO retrosynthesis dataset with 1.9M reactions from patents (1976-2016). Task: Predict the reactants needed to synthesize the given product. (1) Given the product [N:1]1[N:2]([C:10]2[N:20]=[CH:19][CH:18]=[CH:17][C:11]=2[C:12]([OH:14])=[O:13])[CH:3]=[C:4]2[C:9]=1[CH:8]=[CH:7][CH:6]=[CH:5]2, predict the reactants needed to synthesize it. The reactants are: [N:1]1[N:2]([C:10]2[N:20]=[CH:19][CH:18]=[CH:17][C:11]=2[C:12]([O:14]CC)=[O:13])[CH:3]=[C:4]2[C:9]=1[CH:8]=[CH:7][CH:6]=[CH:5]2.[OH-].[Na+]. (2) Given the product [OH:5][C@H:3]([CH3:4])[CH2:2][NH:1][C:16](=[O:17])[O:15][C:12]([CH3:14])([CH3:13])[CH3:11], predict the reactants needed to synthesize it. The reactants are: [NH2:1][CH2:2][C@H:3]([OH:5])[CH3:4].C1COCC1.[CH3:11][C:12]([O:15][C:16](O[C:16]([O:15][C:12]([CH3:14])([CH3:13])[CH3:11])=[O:17])=[O:17])([CH3:14])[CH3:13]. (3) Given the product [C:15]([C:2]1[CH:3]=[CH:4][C:5]([CH2:8][N:9]2[CH2:14][CH2:13][O:12][CH2:11][CH2:10]2)=[N:6][CH:7]=1)#[CH:16], predict the reactants needed to synthesize it. The reactants are: Br[C:2]1[CH:3]=[CH:4][C:5]([CH2:8][N:9]2[CH2:14][CH2:13][O:12][CH2:11][CH2:10]2)=[N:6][CH:7]=1.[CH3:15][C:16]1C=CC(C#C)=CN=1. (4) Given the product [CH3:3][O:4][C:5](=[O:19])[C:6]1[CH:15]=[C:14]([CH2:16][O:17][CH3:18])[CH:13]=[C:8]([C:9]([OH:11])=[O:10])[CH:7]=1, predict the reactants needed to synthesize it. The reactants are: [OH-].[Na+].[CH3:3][O:4][C:5](=[O:19])[C:6]1[CH:15]=[C:14]([CH2:16][O:17][CH3:18])[CH:13]=[C:8]([C:9]([O:11]C)=[O:10])[CH:7]=1.